Dataset: Full USPTO retrosynthesis dataset with 1.9M reactions from patents (1976-2016). Task: Predict the reactants needed to synthesize the given product. (1) The reactants are: C[N:2](C)/[CH:3]=[N:4]\[C:5]([C:7]1[N:16]=[C:15]2[N:9]([CH2:10][CH2:11][O:12][C:13]3[CH:20]=[C:19]([Br:21])[CH:18]=[CH:17][C:14]=32)[CH:8]=1)=O.Cl.[CH:24]([NH:27]N)([CH3:26])[CH3:25]. Given the product [Br:21][C:19]1[CH:18]=[CH:17][C:14]2[C:15]3[N:9]([CH:8]=[C:7]([C:5]4[N:27]([CH:24]([CH3:26])[CH3:25])[N:2]=[CH:3][N:4]=4)[N:16]=3)[CH2:10][CH2:11][O:12][C:13]=2[CH:20]=1, predict the reactants needed to synthesize it. (2) Given the product [Cl:9][C:8]1[CH:7]=[CH:6][C:5]([C:10]2[N:14]=[C:13]([C:15]3[S:16][CH:17]=[CH:18][C:19]=3[Cl:20])[O:12][N:11]=2)=[CH:4][C:3]=1[CH2:2][N:21]1[CH2:25][CH2:24][CH2:23][CH2:22]1, predict the reactants needed to synthesize it. The reactants are: Br[CH2:2][C:3]1[CH:4]=[C:5]([C:10]2[N:14]=[C:13]([C:15]3[S:16][CH:17]=[CH:18][C:19]=3[Cl:20])[O:12][N:11]=2)[CH:6]=[CH:7][C:8]=1[Cl:9].[NH:21]1[CH2:25][CH2:24][CH2:23][CH2:22]1.CCN(CC)CC.